Task: Predict which catalyst facilitates the given reaction.. Dataset: Catalyst prediction with 721,799 reactions and 888 catalyst types from USPTO (1) Reactant: [Cl:1][C:2]1[CH:3]=[C:4]([CH:9]2[CH:13]([CH:14]([O:16][C:17]3[CH:22]=[CH:21][C:20]([C:23]([F:26])([F:25])[F:24])=[CH:19][CH:18]=3)[CH3:15])[CH2:12][NH:11][CH2:10]2)[CH:5]=[CH:6][C:7]=1[Cl:8].CCN(CC)CC.[Br:34][CH2:35][C:36](Cl)=[O:37]. Product: [Br:34][CH2:35][C:36]([N:11]1[CH2:12][CH:13]([CH:14]([O:16][C:17]2[CH:18]=[CH:19][C:20]([C:23]([F:25])([F:26])[F:24])=[CH:21][CH:22]=2)[CH3:15])[CH:9]([C:4]2[CH:5]=[CH:6][C:7]([Cl:8])=[C:2]([Cl:1])[CH:3]=2)[CH2:10]1)=[O:37]. The catalyst class is: 2. (2) Reactant: [Cl:1][C:2]1[CH:11]=[CH:10][C:9]2[C:4](=[CH:5][CH:6]=[C:7]([Cl:12])[CH:8]=2)[N:3]=1.[Cl-].[Cl-].[Cl-].[Al+3].[Br:17]Br. Product: [Br:17][C:8]1[C:7]([Cl:12])=[CH:6][CH:5]=[C:4]2[C:9]=1[CH:10]=[CH:11][C:2]([Cl:1])=[N:3]2. The catalyst class is: 24.